Task: Regression. Given two drug SMILES strings and cell line genomic features, predict the synergy score measuring deviation from expected non-interaction effect.. Dataset: NCI-60 drug combinations with 297,098 pairs across 59 cell lines (1) Drug 1: C1=CC(=CC=C1CCC2=CNC3=C2C(=O)NC(=N3)N)C(=O)NC(CCC(=O)O)C(=O)O. Drug 2: CN1C2=C(C=C(C=C2)N(CCCl)CCCl)N=C1CCCC(=O)O.Cl. Cell line: RXF 393. Synergy scores: CSS=10.5, Synergy_ZIP=-6.07, Synergy_Bliss=-1.30, Synergy_Loewe=-6.91, Synergy_HSA=-1.56. (2) Drug 1: CC1=C(C(=CC=C1)Cl)NC(=O)C2=CN=C(S2)NC3=CC(=NC(=N3)C)N4CCN(CC4)CCO. Drug 2: CN(CCCl)CCCl.Cl. Cell line: OVCAR3. Synergy scores: CSS=16.6, Synergy_ZIP=-4.75, Synergy_Bliss=4.69, Synergy_Loewe=-14.7, Synergy_HSA=2.80. (3) Drug 1: C1C(C(OC1N2C=NC3=C(N=C(N=C32)Cl)N)CO)O. Synergy scores: CSS=42.2, Synergy_ZIP=1.56, Synergy_Bliss=2.04, Synergy_Loewe=-19.7, Synergy_HSA=3.29. Drug 2: CC=C1C(=O)NC(C(=O)OC2CC(=O)NC(C(=O)NC(CSSCCC=C2)C(=O)N1)C(C)C)C(C)C. Cell line: SK-MEL-28. (4) Drug 2: CC1C(C(CC(O1)OC2CC(CC3=C2C(=C4C(=C3O)C(=O)C5=CC=CC=C5C4=O)O)(C(=O)C)O)N)O. Synergy scores: CSS=47.1, Synergy_ZIP=-0.915, Synergy_Bliss=-0.601, Synergy_Loewe=-20.8, Synergy_HSA=-1.28. Cell line: IGROV1. Drug 1: CNC(=O)C1=CC=CC=C1SC2=CC3=C(C=C2)C(=NN3)C=CC4=CC=CC=N4. (5) Drug 1: C1=C(C(=O)NC(=O)N1)N(CCCl)CCCl. Drug 2: CC1=C(C(=CC=C1)Cl)NC(=O)C2=CN=C(S2)NC3=CC(=NC(=N3)C)N4CCN(CC4)CCO. Cell line: MOLT-4. Synergy scores: CSS=65.7, Synergy_ZIP=2.52, Synergy_Bliss=2.47, Synergy_Loewe=2.50, Synergy_HSA=2.97.